This data is from Reaction yield outcomes from USPTO patents with 853,638 reactions. The task is: Predict the reaction yield, written as a fraction of the theoretical maximum amount of product (1.0 means a 100% yield; for example, 0.34 means a 34% yield). (1) The reactants are [F-:1].[Na+].[F:3][C:4](F)([F:15])[O:5][C:6](F)(F)[C:7](F)(F)[C:8](F)=[O:9].[CH3:17][OH:18]. No catalyst specified. The product is [CH3:17][O:18][C:8](=[O:9])[CH2:7][CH2:6][O:5][C:4]([F:15])([F:3])[F:1]. The yield is 0.910. (2) The reactants are [N+:1]([C:4]1[CH:5]=[C:6]([OH:10])[CH:7]=[CH:8][CH:9]=1)([O-:3])=[O:2].[Br:11][CH2:12][CH2:13][CH2:14]Br.C([O-])([O-])=O.[Cs+].[Cs+]. The catalyst is C(#N)C. The product is [N+:1]([C:4]1[CH:5]=[C:6]([O:10][CH2:14][CH2:13][CH2:12][Br:11])[CH:7]=[CH:8][CH:9]=1)([O-:3])=[O:2]. The yield is 0.566. (3) The reactants are C([Li])CCC.[CH3:6][C:7]1[O:8][CH:9]=[CH:10][CH:11]=1.[CH3:12][C:13]1([CH:17]=[O:18])[CH2:16][O:15][CH2:14]1.[Cl-].[NH4+]. The catalyst is CCCCCC.O1CCCC1. The product is [CH3:6][C:7]1[O:8][C:9]([CH:17]([C:13]2([CH3:12])[CH2:16][O:15][CH2:14]2)[OH:18])=[CH:10][CH:11]=1. The yield is 0.920.